From a dataset of NCI-60 drug combinations with 297,098 pairs across 59 cell lines. Regression. Given two drug SMILES strings and cell line genomic features, predict the synergy score measuring deviation from expected non-interaction effect. (1) Drug 1: C1=CC(=C2C(=C1NCCNCCO)C(=O)C3=C(C=CC(=C3C2=O)O)O)NCCNCCO. Drug 2: C1C(C(OC1N2C=NC3=C(N=C(N=C32)Cl)N)CO)O. Cell line: TK-10. Synergy scores: CSS=21.9, Synergy_ZIP=-2.31, Synergy_Bliss=-5.31, Synergy_Loewe=-17.0, Synergy_HSA=-6.09. (2) Drug 1: C1=CC(=CC=C1CCC2=CNC3=C2C(=O)NC(=N3)N)C(=O)NC(CCC(=O)O)C(=O)O. Drug 2: C1=NC(=NC(=O)N1C2C(C(C(O2)CO)O)O)N. Cell line: A549. Synergy scores: CSS=43.9, Synergy_ZIP=4.57, Synergy_Bliss=5.28, Synergy_Loewe=-5.05, Synergy_HSA=3.99.